Dataset: Reaction yield outcomes from USPTO patents with 853,638 reactions. Task: Predict the reaction yield, written as a fraction of the theoretical maximum amount of product (1.0 means a 100% yield; for example, 0.34 means a 34% yield). The reactants are [Cl:1][C:2]1[CH:9]=[C:8]([O:10][CH2:11][CH3:12])[CH:7]=[C:6]([F:13])[C:3]=1[CH2:4][OH:5].[C:14]([O:18][C:19]([N:21]1[CH2:26][CH2:25][N:24]([C:27](Cl)=[O:28])[C@H:23]([CH2:30][CH3:31])[CH2:22]1)=[O:20])([CH3:17])([CH3:16])[CH3:15]. No catalyst specified. The product is [Cl:1][C:2]1[CH:9]=[C:8]([O:10][CH2:11][CH3:12])[CH:7]=[C:6]([F:13])[C:3]=1[CH2:4][O:5][C:27]([N:24]1[CH2:25][CH2:26][N:21]([C:19]([O:18][C:14]([CH3:16])([CH3:15])[CH3:17])=[O:20])[CH2:22][C@H:23]1[CH2:30][CH3:31])=[O:28]. The yield is 0.940.